The task is: Predict the product of the given reaction.. This data is from Forward reaction prediction with 1.9M reactions from USPTO patents (1976-2016). (1) Given the reactants [I:1][C:2]1[CH:3]=[C:4]2[C:8](=[CH:9][CH:10]=1)[NH:7][C:6](=[O:11])[C:5]2=O.[NH:13]([S:15]([C:18]1[CH:19]=[CH:20][C:21]([OH:27])=[C:22]([CH:26]=1)[C:23]([OH:25])=[O:24])(=[O:17])=[O:16])[NH2:14], predict the reaction product. The product is: [OH:27][C:21]1[CH:20]=[CH:19][C:18]([S:15]([NH:13][N:14]=[C:5]2[C:4]3[C:8](=[CH:9][CH:10]=[C:2]([I:1])[CH:3]=3)[NH:7][C:6]2=[O:11])(=[O:16])=[O:17])=[CH:26][C:22]=1[C:23]([OH:25])=[O:24]. (2) Given the reactants [Cl:1][C:2]1[N:7]=[CH:6][C:5]([CH2:8][NH:9][C:10]2[N:15]=[C:14]([NH:16][C:17]3[CH:22]=[CH:21][C:20]([F:23])=[C:19]([C:24]([F:27])([F:26])[F:25])[CH:18]=3)[N:13]=[C:12]([NH:28][NH2:29])[N:11]=2)=[CH:4][CH:3]=1.[F:30][C:31]([F:42])([F:41])[O:32][C:33]1[CH:40]=[CH:39][C:36]([CH:37]=O)=[CH:35][CH:34]=1, predict the reaction product. The product is: [Cl:1][C:2]1[N:7]=[CH:6][C:5]([CH2:8][NH:9][C:10]2[N:15]=[C:14]([NH:16][C:17]3[CH:22]=[CH:21][C:20]([F:23])=[C:19]([C:24]([F:25])([F:27])[F:26])[CH:18]=3)[N:13]=[C:12]([NH:28][N:29]=[CH:37][C:36]3[CH:39]=[CH:40][C:33]([O:32][C:31]([F:30])([F:41])[F:42])=[CH:34][CH:35]=3)[N:11]=2)=[CH:4][CH:3]=1. (3) Given the reactants [CH:1]1([NH:7][C:8]([C:10]2[N:11]([C:16]3[CH:21]=[CH:20][C:19]([O:22][CH:23]4[CH2:28][CH2:27][NH:26][CH2:25][CH2:24]4)=[CH:18][CH:17]=3)[N:12]=[C:13]([CH3:15])[CH:14]=2)=[O:9])[CH2:6][CH2:5][CH2:4][CH2:3][CH2:2]1.[C:29]1(=O)[CH2:33][CH2:32][CH2:31][CH2:30]1.C(O)(=O)C.C(O[BH-](OC(=O)C)OC(=O)C)(=O)C.[Na+], predict the reaction product. The product is: [CH:1]1([NH:7][C:8]([C:10]2[N:11]([C:16]3[CH:17]=[CH:18][C:19]([O:22][CH:23]4[CH2:24][CH2:25][N:26]([CH:29]5[CH2:33][CH2:32][CH2:31][CH2:30]5)[CH2:27][CH2:28]4)=[CH:20][CH:21]=3)[N:12]=[C:13]([CH3:15])[CH:14]=2)=[O:9])[CH2:2][CH2:3][CH2:4][CH2:5][CH2:6]1. (4) Given the reactants [F:1][C:2]([CH3:20])([CH3:19])[CH2:3][N:4]1[CH2:9][CH2:8][CH:7]([CH2:10][O:11][C:12]2[CH:17]=[N:16][C:15](I)=[CH:14][N:13]=2)[CH2:6][CH2:5]1.[F:21][C:22]1[CH:27]=[C:26]([C:28]([O:30][CH3:31])=[O:29])[CH:25]=[CH:24][C:23]=1B(O)O.C([O-])([O-])=O.[Cs+].[Cs+], predict the reaction product. The product is: [F:21][C:22]1[CH:27]=[C:26]([CH:25]=[CH:24][C:23]=1[C:15]1[CH:14]=[N:13][C:12]([O:11][CH2:10][CH:7]2[CH2:8][CH2:9][N:4]([CH2:3][C:2]([F:1])([CH3:20])[CH3:19])[CH2:5][CH2:6]2)=[CH:17][N:16]=1)[C:28]([O:30][CH3:31])=[O:29]. (5) Given the reactants C[Si](C)(C)Cl.BrCCBr.[C:10]([O:14][C:15]([N:17]1[CH2:22][CH2:21][CH:20](I)[CH2:19][CH2:18]1)=[O:16])([CH3:13])([CH3:12])[CH3:11].Cl[C:25]1[C:30]([NH2:31])=[CH:29][C:28]([Cl:32])=[CH:27][N:26]=1, predict the reaction product. The product is: [C:10]([O:14][C:15]([N:17]1[CH2:22][CH:21]=[C:20]([C:25]2[C:30]([NH2:31])=[CH:29][C:28]([Cl:32])=[CH:27][N:26]=2)[CH2:19][CH2:18]1)=[O:16])([CH3:13])([CH3:12])[CH3:11]. (6) Given the reactants [Cl:1][C:2]1[CH:7]=[C:6]([O:8][CH3:9])[CH:5]=[CH:4][C:3]=1[C:10]1[CH:15]=[CH:14][N:13]=[C:12]([NH:16][CH:17]([CH2:21][CH2:22][CH3:23])[CH2:18][CH2:19][CH3:20])[C:11]=1[N+:24]([O-])=O.[O-]S(S([O-])=O)=O.[Na+].[Na+], predict the reaction product. The product is: [Cl:1][C:2]1[CH:7]=[C:6]([O:8][CH3:9])[CH:5]=[CH:4][C:3]=1[C:10]1[CH:15]=[CH:14][N:13]=[C:12]([NH:16][CH:17]([CH2:21][CH2:22][CH3:23])[CH2:18][CH2:19][CH3:20])[C:11]=1[NH2:24].